From a dataset of Reaction yield outcomes from USPTO patents with 853,638 reactions. Predict the reaction yield, written as a fraction of the theoretical maximum amount of product (1.0 means a 100% yield; for example, 0.34 means a 34% yield). (1) The reactants are [CH2:1]([O:8][C:9]1[CH:14]=[CH:13][N:12]=[CH:11][C:10]=1[C:15]1(O)[C:23]2[C:18](=[CH:19][CH:20]=[CH:21][CH:22]=2)[N:17]([CH2:24][CH2:25][CH2:26][CH2:27][CH3:28])[C:16]1=[O:29])[C:2]1[CH:7]=[CH:6][CH:5]=[CH:4][CH:3]=1.C([SiH](CC)CC)C.FC(F)(F)C(O)=O. The catalyst is C(OCC)(=O)C. The product is [CH2:1]([O:8][C:9]1[CH:14]=[CH:13][N:12]=[CH:11][C:10]=1[CH:15]1[C:23]2[C:18](=[CH:19][CH:20]=[CH:21][CH:22]=2)[N:17]([CH2:24][CH2:25][CH2:26][CH2:27][CH3:28])[C:16]1=[O:29])[C:2]1[CH:7]=[CH:6][CH:5]=[CH:4][CH:3]=1. The yield is 0.950. (2) The catalyst is C(O)C. The yield is 0.900. The product is [F:30][C:2]([F:1])([F:29])[C:3]1[CH:4]=[C:5]([S:9]([N:12]2[CH2:16][CH2:15][C@H:14]([O:17][NH2:18])[CH2:13]2)(=[O:11])=[O:10])[CH:6]=[CH:7][CH:8]=1. The reactants are [F:1][C:2]([F:30])([F:29])[C:3]1[CH:4]=[C:5]([S:9]([N:12]2[CH2:16][CH2:15][C@H:14]([O:17][N:18]3C(=O)C4C(=CC=CC=4)C3=O)[CH2:13]2)(=[O:11])=[O:10])[CH:6]=[CH:7][CH:8]=1.NN. (3) The yield is 0.490. The product is [Br:19][C:20]1[CH:25]=[CH:24][C:23]([CH:26]([N:10]2[CH2:11][CH2:12][N:7]([C:5]3[O:6][C:2]([CH3:1])=[N:3][N:4]=3)[CH2:8][CH2:9]2)[CH3:27])=[CH:22][CH:21]=1. The reactants are [CH3:1][C:2]1[O:6][C:5]([N:7]2[CH2:12][CH2:11][NH:10][CH2:9][CH2:8]2)=[N:4][N:3]=1.C([O-])([O-])=O.[K+].[K+].[Br:19][C:20]1[CH:25]=[CH:24][C:23]([CH:26](Br)[CH3:27])=[CH:22][CH:21]=1. The catalyst is O1CCOCC1.CCOC(C)=O.